Dataset: Reaction yield outcomes from USPTO patents with 853,638 reactions. Task: Predict the reaction yield, written as a fraction of the theoretical maximum amount of product (1.0 means a 100% yield; for example, 0.34 means a 34% yield). (1) The yield is 0.550. The reactants are [CH3:1][O:2][C:3]1[CH:8]=[CH:7][C:6]([S:9][C:10]2[CH:15]=[CH:14][N:13]=[C:12]([NH:16][C:17]3[CH:22]=[CH:21][C:20]([NH2:23])=[CH:19][CH:18]=3)[N:11]=2)=[CH:5][CH:4]=1.[C:24](O)(=[O:27])[CH:25]=[CH2:26]. No catalyst specified. The product is [CH3:1][O:2][C:3]1[CH:4]=[CH:5][C:6]([S:9][C:10]2[CH:15]=[CH:14][N:13]=[C:12]([NH:16][C:17]3[CH:22]=[CH:21][C:20]([NH:23][C:24](=[O:27])[CH:25]=[CH2:26])=[CH:19][CH:18]=3)[N:11]=2)=[CH:7][CH:8]=1. (2) The reactants are C([N:8]1[CH2:17][C:16]([CH3:19])([CH3:18])[C:15]2[N:14]=[C:13]([Cl:20])[CH:12]=[CH:11][C:10]=2[CH2:9]1)C1C=CC=CC=1.[CH3:21][C@H:22]([OH:25])[CH2:23][CH3:24]. No catalyst specified. The product is [ClH:20].[CH3:19][C:16]1([CH3:18])[C:15]2[N:14]=[C:13]([O:25][C@@H:22]([CH3:21])[CH2:23][CH3:24])[CH:12]=[CH:11][C:10]=2[CH2:9][NH:8][CH2:17]1. The yield is 0.310. (3) The reactants are [CH2:1](I)[CH3:2].[Br:4][C:5]1[C:10]([O:11][CH3:12])=[CH:9][C:8]([C:13]([CH3:18])([CH3:17])[C:14]([OH:16])=[O:15])=[CH:7][C:6]=1[O:19][CH3:20].C(=O)(O)[O-].[Na+].CCCCCC. The catalyst is CN(C=O)C.O.C(OCC)(=O)C. The product is [Br:4][C:5]1[C:6]([O:19][CH3:20])=[CH:7][C:8]([C:13]([CH3:18])([CH3:17])[C:14]([O:16][CH2:1][CH3:2])=[O:15])=[CH:9][C:10]=1[O:11][CH3:12]. The yield is 0.830. (4) The reactants are [OH-].[Na+].C[O:4][C:5](=[O:24])[CH2:6][CH2:7][CH2:8][CH2:9][CH2:10][CH2:11][CH2:12][N:13]1[CH:17]=[CH:16][N:15]=[C:14]1[C:18]1[CH:23]=[CH:22][CH:21]=[CH:20][CH:19]=1. The catalyst is O.CO. The product is [C:18]1([C:14]2[N:13]([CH2:12][CH2:11][CH2:10][CH2:9][CH2:8][CH2:7][CH2:6][C:5]([OH:24])=[O:4])[CH:17]=[CH:16][N:15]=2)[CH:19]=[CH:20][CH:21]=[CH:22][CH:23]=1. The yield is 0.520. (5) The reactants are [Cl:1][C:2]1[N:3]=[C:4](Cl)[C:5]2[C:10]([C:11]#[N:12])=[CH:9][N:8]([CH2:13][O:14][CH2:15][CH2:16][Si:17]([CH3:20])([CH3:19])[CH3:18])[C:6]=2[N:7]=1.[C:22]([O:26][C:27](=[O:34])[NH:28][CH:29]1[CH2:32][CH:31]([OH:33])[CH2:30]1)([CH3:25])([CH3:24])[CH3:23].C[Si]([N-][Si](C)(C)C)(C)C.[K+]. The catalyst is C1COCC1. The product is [Cl:1][C:2]1[N:3]=[C:4]([O:33][CH:31]2[CH2:30][CH:29]([NH:28][C:27](=[O:34])[O:26][C:22]([CH3:24])([CH3:23])[CH3:25])[CH2:32]2)[C:5]2[C:10]([C:11]#[N:12])=[CH:9][N:8]([CH2:13][O:14][CH2:15][CH2:16][Si:17]([CH3:20])([CH3:19])[CH3:18])[C:6]=2[N:7]=1. The yield is 0.730. (6) The yield is 0.830. The product is [Br:25][C:22]1[CH:21]=[CH:20][C:19]([C:10]2[C:9]([NH:8][S:5]([NH:4][CH2:3][CH2:2][CH3:1])(=[O:6])=[O:7])=[N:14][CH:13]=[N:12][C:11]=2[O:15][CH2:16][CH2:17][O:18][C:30]2[N:31]=[CH:32][C:27]([Br:26])=[CH:28][N:29]=2)=[CH:24][CH:23]=1. The reactants are [CH3:1][CH2:2][CH2:3][NH:4][S:5]([NH:8][C:9]1[N:14]=[CH:13][N:12]=[C:11]([O:15][CH2:16][CH2:17][OH:18])[C:10]=1[C:19]1[CH:24]=[CH:23][C:22]([Br:25])=[CH:21][CH:20]=1)(=[O:7])=[O:6].[Br:26][C:27]1[CH:28]=[N:29][C:30](Cl)=[N:31][CH:32]=1.C(O[K])(C)(C)C.Cl. The catalyst is C1(C)C=CC=CC=1.CN(C=O)C.O.